This data is from Forward reaction prediction with 1.9M reactions from USPTO patents (1976-2016). The task is: Predict the product of the given reaction. (1) Given the reactants [CH2:1]([C@@H:8]([NH:22][C:23](=[O:32])[C:24]1[CH:29]=[C:28]([CH3:30])[CH:27]=[C:26](Br)[CH:25]=1)[C@H:9]([OH:21])[CH2:10][NH:11][CH2:12][C:13]1[CH:18]=[CH:17][CH:16]=[C:15]([O:19][CH3:20])[CH:14]=1)[C:2]1[CH:7]=[CH:6][CH:5]=[CH:4][CH:3]=1.[O:33]1[CH:37]=[CH:36][CH:35]=[C:34]1B(O)O.C(=O)([O-])[O-].[Na+].[Na+], predict the reaction product. The product is: [CH2:1]([C@H:8]([NH:22][C:23](=[O:32])[C:24]1[CH:29]=[C:28]([CH3:30])[CH:27]=[C:26]([C:34]2[O:33][CH:37]=[CH:36][CH:35]=2)[CH:25]=1)[C@H:9]([OH:21])[CH2:10][NH:11][CH2:12][C:13]1[CH:18]=[CH:17][CH:16]=[C:15]([O:19][CH3:20])[CH:14]=1)[C:2]1[CH:7]=[CH:6][CH:5]=[CH:4][CH:3]=1. (2) Given the reactants [NH2:1][C:2]1[CH:29]=[CH:28][C:5]([CH2:6][C@H:7]([N:10]([CH2:18][C@@H:19](C2C=CC=C(Cl)C=2)[OH:20])[C:11](=[O:17])[O:12][C:13]([CH3:16])([CH3:15])[CH3:14])[CH2:8][OH:9])=[CH:4][CH:3]=1.[CH3:30]/[C:31](/[O:37][Si](C)(C)C)=N\[Si](C)(C)C.[N-]=[C:43]=[O:44].N[C:46](N)=O.[CH:49](N(CC)C(C)C)([CH3:51])[CH3:50].F[C:59](F)(F)[C:60](O)=O.C[N:66]1C[CH2:69][CH2:68][C:67]1=O, predict the reaction product. The product is: [OH:20][C@H:19]([CH2:46][O:44][C:43]1[CH:60]=[CH:59][CH:51]=[CH:49][CH:50]=1)[CH2:18][N:10]([C@@H:7]([CH2:6][C:5]1[CH:4]=[CH:3][C:2]([NH:1][C:31]([C:30]2[NH:66][CH:67]=[CH:68][CH:69]=2)=[O:37])=[CH:29][CH:28]=1)[CH2:8][OH:9])[C:11](=[O:17])[O:12][C:13]([CH3:16])([CH3:14])[CH3:15]. (3) Given the reactants [CH:1]1(C(O)CO)[C:9]2[C:4](=[CH:5][CH:6]=[CH:7][CH:8]=2)[CH2:3][CH2:2]1.I(O)(=O)(=O)=O.[CH2:19]([OH:21])C, predict the reaction product. The product is: [CH2:3]1[C:4]2[C:9](=[CH:8][C:7]([CH:19]=[O:21])=[CH:6][CH:5]=2)[CH2:1][CH2:2]1. (4) Given the reactants [C:1](/[C:3](=[N:10]\[O:11][CH2:12][C:13]1[N:18]=[C:17]([NH:19]C(=O)OC(C)(C)C)[CH:16]=[CH:15][CH:14]=1)/[C:4]1[CH:9]=[CH:8][CH:7]=[CH:6][CH:5]=1)#[N:2].C(O)(C(F)(F)F)=O, predict the reaction product. The product is: [NH2:19][C:17]1[N:18]=[C:13]([CH2:12][O:11]/[N:10]=[C:3](/[C:4]2[CH:9]=[CH:8][CH:7]=[CH:6][CH:5]=2)\[C:1]#[N:2])[CH:14]=[CH:15][CH:16]=1. (5) Given the reactants [Cl:1][C:2]1[CH:3]=[C:4]([CH:17]=[CH:18][C:19]=1[O:20][CH2:21][C:22]1[CH:26]=[C:25]([CH3:27])[O:24][N:23]=1)[NH:5][C:6]1[C:15]2[C:10](=[CH:11][CH:12]=[CH:13][C:14]=2F)[N:9]=[CH:8][N:7]=1.[CH3:28][N:29]([CH3:33])[CH2:30][CH2:31][OH:32], predict the reaction product. The product is: [Cl:1][C:2]1[CH:3]=[C:4]([CH:17]=[CH:18][C:19]=1[O:20][CH2:21][C:22]1[CH:26]=[C:25]([CH3:27])[O:24][N:23]=1)[NH:5][C:6]1[C:15]2[C:10](=[CH:11][CH:12]=[CH:13][C:14]=2[O:32][CH2:31][CH2:30][N:29]([CH3:33])[CH3:28])[N:9]=[CH:8][N:7]=1. (6) Given the reactants [Cl:1][C:2]1[CH:7]=[CH:6][C:5]([CH:8]2[C:15]3[C:14]([CH3:16])=[N:13][NH:12][C:11]=3[C:10](=[O:17])[N:9]2[C:18]2[CH:23]=[C:22]([CH3:24])[C:21](=[O:25])[N:20]([CH3:26])[CH:19]=2)=[CH:4][CH:3]=1.[CH3:27][N:28]([CH3:32])[C:29](Cl)=[O:30], predict the reaction product. The product is: [Cl:1][C:2]1[CH:7]=[CH:6][C:5]([CH:8]2[C:15]3[C:14]([CH3:16])=[N:13][N:12]([C:29]([N:28]([CH3:32])[CH3:27])=[O:30])[C:11]=3[C:10](=[O:17])[N:9]2[C:18]2[CH:23]=[C:22]([CH3:24])[C:21](=[O:25])[N:20]([CH3:26])[CH:19]=2)=[CH:4][CH:3]=1. (7) Given the reactants [H-].[Na+].[NH2:3][C:4]1[C:9]([CH3:10])=[C:8]([CH2:11][N:12]2[CH2:17][CH2:16][N:15]([C:18](=[O:20])[CH3:19])[CH2:14][CH2:13]2)[CH:7]=[CH:6][N:5]=1.Cl[C:22]1[S:23][C:24]([C:27]#[N:28])=[CH:25][N:26]=1, predict the reaction product. The product is: [C:18]([N:15]1[CH2:14][CH2:13][N:12]([CH2:11][C:8]2[CH:7]=[CH:6][N:5]=[C:4]([NH:3][C:22]3[S:23][C:24]([C:27]#[N:28])=[CH:25][N:26]=3)[C:9]=2[CH3:10])[CH2:17][CH2:16]1)(=[O:20])[CH3:19].